From a dataset of Full USPTO retrosynthesis dataset with 1.9M reactions from patents (1976-2016). Predict the reactants needed to synthesize the given product. (1) Given the product [CH3:1][C:2]1[CH:7]=[CH:6][C:5]([O:8][C:15]2[CH:20]=[CH:19][C:18]([N+:21]([O-:23])=[O:22])=[CH:17][N:16]=2)=[CH:4][C:3]=1[O:9][C:10]([F:11])([F:12])[F:13], predict the reactants needed to synthesize it. The reactants are: [CH3:1][C:2]1[CH:7]=[CH:6][C:5]([OH:8])=[CH:4][C:3]=1[O:9][C:10]([F:13])([F:12])[F:11].Cl[C:15]1[CH:20]=[CH:19][C:18]([N+:21]([O-:23])=[O:22])=[CH:17][N:16]=1.C([O-])([O-])=O.[K+].[K+]. (2) Given the product [I-:14].[C:6]([CH:5]([CH2:9][CH:10]([CH3:12])[CH3:11])[CH2:4][N+:2]([CH3:13])([CH3:3])[CH3:1])(=[O:8])[CH3:7], predict the reactants needed to synthesize it. The reactants are: [CH3:1][N:2]([CH2:4][CH:5]([CH2:9][CH:10]([CH3:12])[CH3:11])[C:6](=[O:8])[CH3:7])[CH3:3].[CH3:13][I:14]. (3) The reactants are: B(Br)(Br)Br.[Br:5][C:6]1[CH:15]=[C:14]2[C:9]([CH:10]=[CH:11][N:12]=[CH:13]2)=[CH:8][C:7]=1[O:16]C.C([O-])(O)=O.[Na+]. Given the product [Br:5][C:6]1[CH:15]=[C:14]2[C:9]([CH:10]=[CH:11][N:12]=[CH:13]2)=[CH:8][C:7]=1[OH:16], predict the reactants needed to synthesize it. (4) The reactants are: [NH:1]1[CH:5]=[C:4]([CH2:6][CH2:7][NH:8][C:9](=[O:21])[C:10]2[CH:15]=[CH:14][CH:13]=[CH:12][C:11]=2[N:16]2[N:20]=[CH:19][CH:18]=[N:17]2)[CH:3]=[N:2]1.Br[C:23]1[CH:28]=[CH:27][C:26]([F:29])=[CH:25][N:24]=1. Given the product [F:29][C:26]1[CH:27]=[CH:28][C:23]([N:2]2[CH:3]=[C:4]([CH2:6][CH2:7][NH:8][C:9](=[O:21])[C:10]3[CH:15]=[CH:14][CH:13]=[CH:12][C:11]=3[N:16]3[N:20]=[CH:19][CH:18]=[N:17]3)[CH:5]=[N:1]2)=[N:24][CH:25]=1, predict the reactants needed to synthesize it.